From a dataset of Full USPTO retrosynthesis dataset with 1.9M reactions from patents (1976-2016). Predict the reactants needed to synthesize the given product. (1) Given the product [C:31]([C:28]([C:24]1[CH:23]=[C:22]([CH:27]=[CH:26][CH:25]=1)[C:21]([NH:20][C:14]1[CH:15]=[CH:16][C:17]([CH2:18][CH3:19])=[C:12]([O:11][C:6]2[N:5]=[C:4]3[S:3][C:2]([NH:1][C:38](=[O:37])[CH2:39][OH:40])=[N:10][C:9]3=[CH:8][CH:7]=2)[CH:13]=1)=[O:33])([CH3:30])[CH3:29])#[N:32], predict the reactants needed to synthesize it. The reactants are: [NH2:1][C:2]1[S:3][C:4]2[C:9]([N:10]=1)=[CH:8][CH:7]=[C:6]([O:11][C:12]1[CH:13]=[C:14]([NH:20][C:21](=[O:33])[C:22]3[CH:27]=[CH:26][CH:25]=[C:24]([C:28]([C:31]#[N:32])([CH3:30])[CH3:29])[CH:23]=3)[CH:15]=[CH:16][C:17]=1[CH2:18][CH3:19])[N:5]=2.C([O:37][CH2:38][C:39](Cl)=[O:40])(=O)C.C(=O)([O-])[O-].[K+].[K+]. (2) Given the product [C:15]([O:19][C:20]([N:22]1[CH2:27][CH2:26][CH:25]([O:8][C:3]2[CH:4]=[CH:5][CH:6]=[CH:7][C:2]=2[Br:1])[CH2:24][CH2:23]1)=[O:21])([CH3:18])([CH3:16])[CH3:17], predict the reactants needed to synthesize it. The reactants are: [Br:1][C:2]1[CH:7]=[CH:6][CH:5]=[CH:4][C:3]=1[OH:8].C(=O)([O-])[O-].[K+].[K+].[C:15]([O:19][C:20]([N:22]1[CH2:27][CH2:26][CH:25](OS(C)(=O)=O)[CH2:24][CH2:23]1)=[O:21])([CH3:18])([CH3:17])[CH3:16]. (3) Given the product [CH2:29]([O:30][C:31](=[O:20])[CH2:23][NH:24][C:26]([C:13]1[CH:12]=[CH:11][C:10]([C:7]2[CH:6]=[CH:5][C:4]([N+:1]([O-:3])=[O:2])=[CH:9][CH:8]=2)=[CH:15][CH:14]=1)=[O:27])[CH3:28], predict the reactants needed to synthesize it. The reactants are: [N+:1]([C:4]1[CH:9]=[CH:8][C:7]([C:10]2[CH:15]=[CH:14][C:13](C(O)=O)=[CH:12][CH:11]=2)=[CH:6][CH:5]=1)([O-:3])=[O:2].S(Cl)(Cl)=[O:20].[CH3:23][N:24]([CH:26]=[O:27])C.[CH3:28][CH2:29][O:30][CH2:31]C. (4) Given the product [Br:1][C:2]1[CH:3]=[CH:4][C:5]([C:12]2[CH:13]=[CH:14][C:15]([O:18][C:19]([F:20])([F:21])[F:22])=[CH:16][CH:17]=2)=[CH:6][N:7]=1, predict the reactants needed to synthesize it. The reactants are: [Br:1][C:2]1[N:7]=[CH:6][C:5](B(O)O)=[CH:4][CH:3]=1.I[C:12]1[CH:17]=[CH:16][C:15]([O:18][C:19]([F:22])([F:21])[F:20])=[CH:14][CH:13]=1.CN(C=O)C.C([O-])([O-])=O.[K+].[K+]. (5) The reactants are: [Cl:1][C:2]1[CH:7]=[CH:6][C:5]([OH:8])=[CH:4][C:3]=1[CH:9]([CH3:24])[C:10]([C:16]1[CH:17]=[CH:18][C:19](=[O:23])[N:20]([CH3:22])[CH:21]=1)([OH:15])[C:11]([F:14])([F:13])[F:12].[Cl:25][C:26]1[CH:31]=[CH:30][C:29](B(O)O)=[CH:28][C:27]=1[C:35]([O:37][CH2:38][CH3:39])=[O:36]. Given the product [CH2:38]([O:37][C:35](=[O:36])[C:27]1[CH:28]=[C:29]([O:8][C:5]2[CH:6]=[CH:7][C:2]([Cl:1])=[C:3]([CH:9]([CH3:24])[C:10]([OH:15])([C:16]3[CH:17]=[CH:18][C:19](=[O:23])[N:20]([CH3:22])[CH:21]=3)[C:11]([F:13])([F:14])[F:12])[CH:4]=2)[CH:30]=[CH:31][C:26]=1[Cl:25])[CH3:39], predict the reactants needed to synthesize it. (6) Given the product [F:13][C:7]1([F:14])[O:6][C:5]2[CH:4]=[CH:3][C:2]([N:18]3[C@H:19]([C:22]4[CH:27]=[CH:26][CH:25]=[CH:24][CH:23]=4)[CH2:20][O:21][C@H:16]([CH3:15])[CH2:17]3)=[N:11][C:10]=2[NH:9][C:8]1=[O:12], predict the reactants needed to synthesize it. The reactants are: Cl[C:2]1[CH:3]=[CH:4][C:5]2[O:6][C:7]([F:14])([F:13])[C:8](=[O:12])[NH:9][C:10]=2[N:11]=1.[CH3:15][C@H:16]1[O:21][CH2:20][C@@H:19]([C:22]2[CH:27]=[CH:26][CH:25]=[CH:24][CH:23]=2)[NH:18][CH2:17]1. (7) The reactants are: [CH:1]1([C:4]2[C:8]([CH:9](O)[CH2:10][CH:11]([CH3:13])[CH3:12])=[CH:7][N:6]([C:15]3[CH:20]=[CH:19][C:18]([O:21][CH3:22])=[CH:17][CH:16]=3)[N:5]=2)[CH2:3][CH2:2]1.[NH2:23][C:24]1[CH:29]=[CH:28][C:27]([C:30]([NH:32][CH2:33][CH2:34][C:35]([O:37]CC)=[O:36])=[O:31])=[CH:26][CH:25]=1. Given the product [CH:1]1([C:4]2[C:8]([CH:9]([NH:23][C:24]3[CH:25]=[CH:26][C:27]([C:30]([NH:32][CH2:33][CH2:34][C:35]([OH:37])=[O:36])=[O:31])=[CH:28][CH:29]=3)[CH2:10][CH:11]([CH3:13])[CH3:12])=[CH:7][N:6]([C:15]3[CH:20]=[CH:19][C:18]([O:21][CH3:22])=[CH:17][CH:16]=3)[N:5]=2)[CH2:3][CH2:2]1, predict the reactants needed to synthesize it.